From a dataset of Catalyst prediction with 721,799 reactions and 888 catalyst types from USPTO. Predict which catalyst facilitates the given reaction. (1) The catalyst class is: 7. Reactant: [C:1]([C:3]1[CH:12]=[CH:11][C:6]([C:7](OC)=[O:8])=[CH:5][C:4]=1[N+:13]([O-:15])=[O:14])#[CH:2].CO.[NH3:18]. Product: [C:1]([C:3]1[CH:12]=[CH:11][C:6]([C:7]([NH2:18])=[O:8])=[CH:5][C:4]=1[N+:13]([O-:15])=[O:14])#[CH:2]. (2) Reactant: [CH:1]1([N:6]2[C:11]3=[N:12][C:13](S(C)=O)=[N:14][CH:15]=[C:10]3[CH2:9][N:8]([C:19]3[C:24]([F:25])=[C:23]([O:26][CH3:27])[CH:22]=[C:21]([O:28][CH3:29])[C:20]=3[F:30])[C:7]2=[O:31])[CH2:5][CH2:4][CH2:3][CH2:2]1.[CH2:32]([N:34]([CH2:40][CH3:41])[CH2:35][CH2:36][CH2:37][CH2:38][NH2:39])[CH3:33]. Product: [CH:1]1([N:6]2[C:11]3=[N:12][C:13]([NH:39][CH2:38][CH2:37][CH2:36][CH2:35][N:34]([CH2:40][CH3:41])[CH2:32][CH3:33])=[N:14][CH:15]=[C:10]3[CH2:9][N:8]([C:19]3[C:24]([F:25])=[C:23]([O:26][CH3:27])[CH:22]=[C:21]([O:28][CH3:29])[C:20]=3[F:30])[C:7]2=[O:31])[CH2:5][CH2:4][CH2:3][CH2:2]1. The catalyst class is: 12. (3) Reactant: [O:1]1[CH:5]=[CH:4][CH:3]=[C:2]1[C:6]1[CH:11]=[C:10]([CH3:12])[CH:9]=[C:8]([CH3:13])[C:7]=1[OH:14]. Product: [CH3:13][C:8]1[CH:9]=[C:10]([CH3:12])[CH:11]=[C:6]([CH:2]2[CH2:3][CH2:4][CH2:5][O:1]2)[C:7]=1[OH:14]. The catalyst class is: 129. (4) Reactant: [CH:1]([CH:3]1[CH2:6][N:5]([C:7]([O:9][C:10]([CH3:13])([CH3:12])[CH3:11])=[O:8])[CH2:4]1)=O.[N+](=[C:16](P(=O)(OC)OC)C(=O)C)=[N-].C(=O)([O-])[O-].[K+].[K+]. Product: [C:1]([CH:3]1[CH2:6][N:5]([C:7]([O:9][C:10]([CH3:13])([CH3:12])[CH3:11])=[O:8])[CH2:4]1)#[CH:16]. The catalyst class is: 191. (5) Reactant: [CH2:1]([N:8]1[CH2:13][CH2:12][O:11][C@H:10]([CH2:14][NH:15][C:16]([C:18]2[CH:19]=[CH:20][C:21]([NH:27][C:28]3[N:37]=[CH:36][C:35]4[N:34]([CH3:38])[C:33](=[O:39])[C@@H:32]([CH2:40][CH3:41])[N:31]([CH:42]5[CH2:46][CH2:45][CH2:44][CH2:43]5)[C:30]=4[N:29]=3)=[C:22]3[O:26][CH2:25][CH2:24][C:23]=23)=[O:17])[CH2:9]1)C1C=CC=CC=1.[H][H]. Product: [CH:42]1([N:31]2[C:30]3[N:29]=[C:28]([NH:27][C:21]4[CH:20]=[CH:19][C:18]([C:16]([NH:15][CH2:14][C@H:10]5[O:11][CH2:12][CH2:13][N:8]([CH3:1])[CH2:9]5)=[O:17])=[C:23]5[C:22]=4[O:26][CH2:25][CH2:24]5)[N:37]=[CH:36][C:35]=3[N:34]([CH3:38])[C:33](=[O:39])[C@H:32]2[CH2:40][CH3:41])[CH2:43][CH2:44][CH2:45][CH2:46]1. The catalyst class is: 19.